From a dataset of Reaction yield outcomes from USPTO patents with 853,638 reactions. Predict the reaction yield, written as a fraction of the theoretical maximum amount of product (1.0 means a 100% yield; for example, 0.34 means a 34% yield). (1) The reactants are [NH2:1][C:2]1[C:24]([C:25](=[O:32])[NH:26][CH:27]2[CH2:31][CH2:30][CH2:29][CH2:28]2)=[C:5]2[N:6]=[CH:7][C:8]([C:17]3[CH:22]=[CH:21][CH:20]=[CH:19][C:18]=3[Cl:23])=[C:9]([C:10]3[CH:15]=[CH:14][C:13]([Cl:16])=[CH:12][CH:11]=3)[N:4]2[N:3]=1.Cl[CH2:34][CH2:35][CH2:36][CH2:37]Cl.C(=O)([O-])[O-].[K+].[K+].[I-].[Na+]. The catalyst is O.C(#N)C.O.C(OCC)(=O)C. The product is [Cl:23][C:18]1[CH:19]=[CH:20][CH:21]=[CH:22][C:17]=1[C:8]1[CH:7]=[N:6][C:5]2[N:4]([N:3]=[C:2]([N:1]3[CH2:37][CH2:36][CH2:35][CH2:34]3)[C:24]=2[C:25](=[O:32])[NH:26][CH:27]2[CH2:31][CH2:30][CH2:29][CH2:28]2)[C:9]=1[C:10]1[CH:11]=[CH:12][C:13]([Cl:16])=[CH:14][CH:15]=1. The yield is 0.370. (2) The reactants are Cl.C([NH:5][CH2:6][CH2:7][N:8]([CH2:21][CH2:22][C:23]12[CH2:32][CH:27]3[CH2:28][CH:29]([CH2:31][CH:25]([CH2:26]3)[CH2:24]1)[CH2:30]2)[C:9]([NH:11][CH2:12][CH2:13][CH2:14][C:15]1[CH:20]=[CH:19][N:18]=[CH:17][CH:16]=1)=[O:10])(=O)C.[OH-].[Na+].C(Cl)(Cl)Cl. The catalyst is CO.O. The product is [C:23]12([CH2:22][CH2:21][N:8]([CH2:7][CH2:6][NH2:5])[C:9]([NH:11][CH2:12][CH2:13][CH2:14][C:15]3[CH:20]=[CH:19][N:18]=[CH:17][CH:16]=3)=[O:10])[CH2:30][CH:29]3[CH2:28][CH:27]([CH2:26][CH:25]([CH2:31]3)[CH2:24]1)[CH2:32]2. The yield is 0.217. (3) The reactants are Cl[CH2:2][C:3]1[C:4]([S:9][CH2:10][CH2:11][CH3:12])=[N:5][CH:6]=[CH:7][CH:8]=1.C([O:15][C:16]([CH:18]1[CH2:20][CH:19]1[C:21]1[CH:26]=[CH:25][C:24]([OH:27])=[C:23]([Cl:28])[CH:22]=1)=[O:17])C. No catalyst specified. The product is [Cl:28][C:23]1[CH:22]=[C:21]([CH:19]2[CH2:20][CH:18]2[C:16]([OH:17])=[O:15])[CH:26]=[CH:25][C:24]=1[O:27][CH2:2][C:3]1[C:4]([S:9][CH2:10][CH2:11][CH3:12])=[N:5][CH:6]=[CH:7][CH:8]=1. The yield is 0.730. (4) The reactants are C(O[C:4](=[O:19])[C:5]([C:13]1(O)[CH2:17][CH2:16][CH2:15][CH2:14]1)=[N:6][NH:7][CH2:8][CH2:9][CH:10]([CH3:12])[CH3:11])C.C([CH:22]([C:26](Cl)=[O:27])[C:23](Cl)=[O:24])C.[O-:29][CH2:30][CH3:31].[Na+].Cl. The catalyst is O1CCOCC1.CCOC(C)=O. The product is [CH2:30]([O:29][C:26]([C:22]1[C:23](=[O:24])[N:7]([CH2:8][CH2:9][CH:10]([CH3:11])[CH3:12])[N:6]=[C:5]([C:13]2[CH2:14][CH2:15][CH2:16][CH:17]=2)[C:4]=1[OH:19])=[O:27])[CH3:31]. The yield is 0.700. (5) The reactants are [CH3:1][C:2]1[O:6][N:5]=[C:4]([C:7]2[CH:12]=[CH:11][CH:10]=[CH:9][CH:8]=2)[C:3]=1[CH2:13][O:14][C:15]1[CH:23]=[CH:22][C:18]([C:19]([OH:21])=O)=[CH:17][N:16]=1.[NH2:24][CH2:25][CH2:26][N:27]1[CH2:31][CH2:30][NH:29][C:28]1=[O:32]. No catalyst specified. The product is [CH3:1][C:2]1[O:6][N:5]=[C:4]([C:7]2[CH:8]=[CH:9][CH:10]=[CH:11][CH:12]=2)[C:3]=1[CH2:13][O:14][C:15]1[CH:23]=[CH:22][C:18]([C:19]([NH:24][CH2:25][CH2:26][N:27]2[CH2:31][CH2:30][NH:29][C:28]2=[O:32])=[O:21])=[CH:17][N:16]=1. The yield is 0.640. (6) The reactants are [Br:1][C:2]1[CH:10]=[C:9]2[C:5]([C:6]([C:11]([O:13]C)=[O:12])=[CH:7][NH:8]2)=[CH:4][C:3]=1[C:15]1[CH:20]=[CH:19][C:18]([C:21]2[CH:26]=[CH:25][CH:24]=[CH:23][C:22]=2[OH:27])=[CH:17][CH:16]=1.[OH-].[Na+].Cl.O1CCOCC1. The catalyst is CO. The product is [Br:1][C:2]1[CH:10]=[C:9]2[C:5]([C:6]([C:11]([OH:13])=[O:12])=[CH:7][NH:8]2)=[CH:4][C:3]=1[C:15]1[CH:16]=[CH:17][C:18]([C:21]2[CH:26]=[CH:25][CH:24]=[CH:23][C:22]=2[OH:27])=[CH:19][CH:20]=1. The yield is 0.0800. (7) The catalyst is CC(C)=O.C(Cl)Cl. The yield is 0.890. The product is [CH3:1][N:2]1[CH:6]=[C:5]([N+:7]([O-:9])=[O:8])[C:4]([O:10][CH3:20])=[C:3]1[C:11]([O:13][CH2:14][CH3:15])=[O:12]. The reactants are [CH3:1][N:2]1[CH:6]=[C:5]([N+:7]([O-:9])=[O:8])[C:4]([OH:10])=[C:3]1[C:11]([O:13][CH2:14][CH3:15])=[O:12].S(OC)(O[CH3:20])(=O)=O.C(=O)([O-])[O-].[K+].[K+].